This data is from Catalyst prediction with 721,799 reactions and 888 catalyst types from USPTO. The task is: Predict which catalyst facilitates the given reaction. (1) Product: [NH2:23][C:10]1[N:9]=[CH:8][N:7]=[C:6]2[C:11]=1[N:12]=[C:13]([S:14][C:15]1[CH:20]=[C:19]([Cl:21])[CH:18]=[C:17]([Cl:22])[CH:16]=1)[N:5]2[CH2:4][CH2:3][CH2:2][CH2:24][CH2:25][CH2:26][NH:57][C:34](=[S:35])[NH:33][C:32]1[CH:27]=[CH:28][C:29]([C:39]2[C:49]3[C:48]([O:47][C:41]4[C:40]=2[CH:45]=[CH:44][C:43](=[O:46])[CH:42]=4)=[CH:53][C:52]([OH:54])=[CH:51][CH:50]=3)=[C:30]([CH:31]=1)[C:36]([OH:38])=[O:37]. Reactant: N[CH:2]([CH2:24][CH2:25][CH3:26])[CH2:3][CH2:4][N:5]1[C:13]([S:14][C:15]2[CH:20]=[C:19]([Cl:21])[CH:18]=[C:17]([Cl:22])[CH:16]=2)=[N:12][C:11]2[C:6]1=[N:7][CH:8]=[N:9][C:10]=2[NH2:23].[CH:27]1[C:32]([N:33]=[C:34]=[S:35])=[CH:31][C:30]2[C:36]([O:38][C:39]3([C:49]4[CH:50]=[CH:51][C:52]([OH:54])=[CH:53][C:48]=4[O:47][C:41]4[CH:42]=[C:43]([OH:46])[CH:44]=[CH:45][C:40]3=4)[C:29]=2[CH:28]=1)=[O:37].CC[N:57](CC)CC. The catalyst class is: 3. (2) Reactant: [NH2:1][C:2]1[CH:7]=[CH:6][CH:5]=[CH:4][CH:3]=1.[CH:8]([CH:11]([C:17]([CH3:19])=O)[C:12](OCC)=[O:13])([CH3:10])[CH3:9].C(Cl)(Cl)Cl.C1(C)C=CC(S(O)(=O)=O)=CC=1. Product: [OH:13][C:12]1[C:7]2[C:2](=[CH:3][CH:4]=[CH:5][CH:6]=2)[N:1]=[C:17]([CH3:19])[C:11]=1[CH:8]([CH3:10])[CH3:9]. The catalyst class is: 6. (3) Reactant: [C:1](=[O:4])([OH:3])[NH2:2].N[C:6]1[C:14]2[C:9](=[CH:10][CH:11]=[CH:12][CH:13]=2)[NH:8][N:7]=1.[CH2:15]1[C:20](=[O:21])[N:19]([O:22][C:23](ON2C(=O)CCC2=O)=[O:24])[C:17](=[O:18])[CH2:16]1.N1C=CC=C[CH:34]=1. Product: [CH3:34][O:4][C:1]([N:2]1[C:13]2[C:14](=[C:9]([NH:8][C:23]([O:22][N:19]3[C:20](=[O:21])[CH2:15][CH2:16][C:17]3=[O:18])=[O:24])[CH:10]=[CH:11][CH:12]=2)[CH:6]=[N:7]1)=[O:3]. The catalyst class is: 10.